This data is from Forward reaction prediction with 1.9M reactions from USPTO patents (1976-2016). The task is: Predict the product of the given reaction. (1) Given the reactants [CH3:1][O:2][C:3]1[CH:4]=[C:5]2[C:10](=[CH:11][C:12]=1[O:13][CH3:14])[N:9]=[CH:8][CH:7]=[C:6]2[O:15][C:16]1[CH:22]=[CH:21][C:19]([NH2:20])=[C:18]([CH3:23])[C:17]=1[CH3:24].Cl[C:26](Cl)([O:28][C:29](=[O:35])OC(Cl)(Cl)Cl)Cl.[CH:37]1([CH2:43]CO)[CH2:42][CH2:41][CH2:40][CH2:39][CH2:38]1.C(=O)(O)[O-].[Na+], predict the reaction product. The product is: [CH3:1][O:2][C:3]1[CH:4]=[C:5]2[C:10](=[CH:11][C:12]=1[O:13][CH3:14])[N:9]=[CH:8][CH:7]=[C:6]2[O:15][C:16]1[CH:22]=[CH:21][C:19]([NH:20][C:29](=[O:35])[O:28][CH2:26][CH2:43][CH:37]2[CH2:42][CH2:41][CH2:40][CH2:39][CH2:38]2)=[C:18]([CH3:23])[C:17]=1[CH3:24]. (2) Given the reactants [C:1]([O:5][C:6](=[O:20])[C:7]([S:10][C:11]1[S:12][CH:13]=[C:14]([CH2:16][C:17]([OH:19])=O)[N:15]=1)([CH3:9])[CH3:8])([CH3:4])([CH3:3])[CH3:2].[Br:21][C:22]1[CH:28]=[CH:27][C:25]([NH2:26])=[CH:24][CH:23]=1.CN(C)CCCN=C=NCC.O, predict the reaction product. The product is: [C:1]([O:5][C:6](=[O:20])[C:7]([S:10][C:11]1[S:12][CH:13]=[C:14]([CH2:16][C:17]([NH:26][C:25]2[CH:27]=[CH:28][C:22]([Br:21])=[CH:23][CH:24]=2)=[O:19])[N:15]=1)([CH3:8])[CH3:9])([CH3:2])([CH3:3])[CH3:4]. (3) Given the reactants [OH:1][C@@:2]1([CH2:22][O:23][CH3:24])[CH2:7][CH2:6][CH2:5][CH2:4][C@H:3]1[N:8]1[C:12]([C:13]2[CH:18]=[CH:17][CH:16]=[CH:15][CH:14]=2)=[C:11]([C:19](O)=[O:20])[N:10]=[CH:9]1.[N:25]1([CH2:34][CH2:35][C@H:36]2[NH:41][CH2:40][CH2:39][N:38]([C:42]([O:44][CH2:45][C:46]3[CH:51]=[CH:50][CH:49]=[CH:48][CH:47]=3)=[O:43])[CH2:37]2)[C:33]2[C:28](=[CH:29][CH:30]=[CH:31][CH:32]=2)[CH:27]=[N:26]1.CCN=C=NCCCN(C)C.Cl.C1C=CC2N(O)N=NC=2C=1.C(=O)([O-])O.[Na+], predict the reaction product. The product is: [OH:1][C@@:2]1([CH2:22][O:23][CH3:24])[CH2:7][CH2:6][CH2:5][CH2:4][C@H:3]1[N:8]1[C:12]([C:13]2[CH:18]=[CH:17][CH:16]=[CH:15][CH:14]=2)=[C:11]([C:19]([N:41]2[CH2:40][CH2:39][N:38]([C:42]([O:44][CH2:45][C:46]3[CH:51]=[CH:50][CH:49]=[CH:48][CH:47]=3)=[O:43])[CH2:37][C@H:36]2[CH2:35][CH2:34][N:25]2[C:33]3[C:28](=[CH:29][CH:30]=[CH:31][CH:32]=3)[CH:27]=[N:26]2)=[O:20])[N:10]=[CH:9]1. (4) Given the reactants C(OC([NH:8][CH2:9][CH:10]1[CH2:14][CH2:13][N:12]([C:15]2[C:16]([F:33])=[CH:17][N:18]3[C:23]([C:24]=2[CH3:25])=[C:22]([CH:26]2[CH2:28][CH2:27]2)[CH:21]=[C:20]([C:29]([OH:31])=[O:30])[C:19]3=[O:32])[CH2:11]1)=O)(C)(C)C.FC(F)(F)C(O)=O, predict the reaction product. The product is: [NH2:8][CH2:9][CH:10]1[CH2:14][CH2:13][N:12]([C:15]2[C:16]([F:33])=[CH:17][N:18]3[C:23]([C:24]=2[CH3:25])=[C:22]([CH:26]2[CH2:27][CH2:28]2)[CH:21]=[C:20]([C:29]([OH:31])=[O:30])[C:19]3=[O:32])[CH2:11]1. (5) Given the reactants C([O:3][C:4]([C:6]1[NH:7][C:8]2[C:13]([CH:14]=1)=[CH:12][CH:11]=[CH:10][CH:9]=2)=[O:5])C.Cl[CH2:16][C:17]1[C:26]2[C:21](=[CH:22][CH:23]=[C:24]([O:27][CH3:28])[CH:25]=2)[CH:20]=[CH:19][CH:18]=1, predict the reaction product. The product is: [CH3:28][O:27][C:24]1[CH:25]=[C:26]2[C:21]([CH:20]=[CH:19][CH:18]=[C:17]2[CH2:16][N:7]2[C:8]3[C:13](=[CH:12][CH:11]=[CH:10][CH:9]=3)[CH:14]=[C:6]2[C:4]([OH:3])=[O:5])=[CH:22][CH:23]=1. (6) Given the reactants [Cl-].[CH3:2][O:3][CH3:4].C1(P(C2C=CC=CC=2)C2C=CC=CC=2)C=CC=CC=1.[Li+].C[Si]([N-][Si](C)(C)C)(C)C.[CH:34]1([C:38]2[O:42][C:41]([NH:43][C:44]3[CH:45]=[CH:46][C:47]([C:50]4[CH:55]=[CH:54][C:53]([C:56]56[CH2:63][CH2:62][C:59]([CH:64]=O)([CH2:60][CH2:61]5)[CH2:58][O:57]6)=[CH:52][CH:51]=4)=[N:48][CH:49]=3)=[N:40][N:39]=2)[CH2:37][CH2:36][CH2:35]1, predict the reaction product. The product is: [CH:34]1([C:38]2[O:42][C:41]([NH:43][C:44]3[CH:49]=[N:48][C:47]([C:50]4[CH:55]=[CH:54][C:53]([C:56]56[CH2:63][CH2:62][C:59]([CH:64]=[CH:2][O:3][CH3:4])([CH2:60][CH2:61]5)[CH2:58][O:57]6)=[CH:52][CH:51]=4)=[CH:46][CH:45]=3)=[N:40][N:39]=2)[CH2:35][CH2:36][CH2:37]1. (7) Given the reactants [Cl:1][C:2]1[CH:10]=[CH:9][C:8]2[N:7]([CH2:11][C:12]([CH:21]3[CH2:23][CH2:22]3)([C:14]3[CH:19]=[CH:18][C:17]([F:20])=[CH:16][CH:15]=3)O)[C:6]3[CH2:24][CH2:25][N:26]([CH3:28])[CH2:27][C:5]=3[C:4]=2[CH:3]=1.S(=O)(=O)(O)O.[OH-].[K+], predict the reaction product. The product is: [Cl:1][C:2]1[CH:10]=[CH:9][C:8]2[N:7](/[CH:11]=[C:12](\[CH:21]3[CH2:22][CH2:23]3)/[C:14]3[CH:19]=[CH:18][C:17]([F:20])=[CH:16][CH:15]=3)[C:6]3[CH2:24][CH2:25][N:26]([CH3:28])[CH2:27][C:5]=3[C:4]=2[CH:3]=1. (8) Given the reactants Br[C:2]1[CH:11]=[CH:10][C:5]([C:6]([O:8][CH3:9])=[O:7])=[CH:4][C:3]=1[C:12]([O:14]C)=O.[CH3:16][NH:17][C:18]([NH2:20])=[O:19].C(=O)([O-])[O-].[Cs+].[Cs+].C1(P(C2C=CC=CC=2)C2C3OC4C(=CC=CC=4P(C4C=CC=CC=4)C4C=CC=CC=4)C(C)(C)C=3C=CC=2)C=CC=CC=1, predict the reaction product. The product is: [CH3:16][N:17]1[C:12](=[O:14])[C:3]2[C:2](=[CH:11][CH:10]=[C:5]([C:6]([O:8][CH3:9])=[O:7])[CH:4]=2)[NH:20][C:18]1=[O:19]. (9) Given the reactants [F-:1].[K+].Cl[C:4]([C:7](OC)=O)([F:6])[F:5].[Cl:11][C:12]1C(I)=[N:16][CH:15]=[CH:14][N:13]=1, predict the reaction product. The product is: [Cl:11][C:12]1[C:7]([C:4]([F:1])([F:6])[F:5])=[N:16][CH:15]=[CH:14][N:13]=1. (10) Given the reactants [OH:1][CH2:2][C:3]1[O:7][N:6]=[C:5]([C:8]([OH:12])([C:10]#[CH:11])[CH3:9])[CH:4]=1.C(N(CC)CC)C.[C:20]1([CH3:30])[CH:25]=[CH:24][C:23]([S:26](Cl)(=[O:28])=[O:27])=[CH:22][CH:21]=1, predict the reaction product. The product is: [CH3:30][C:20]1[CH:25]=[CH:24][C:23]([S:26]([O:1][CH2:2][C:3]2[O:7][N:6]=[C:5]([C:8]([OH:12])([C:10]#[CH:11])[CH3:9])[CH:4]=2)(=[O:28])=[O:27])=[CH:22][CH:21]=1.